Dataset: Tyrosyl-DNA phosphodiesterase HTS with 341,365 compounds. Task: Binary Classification. Given a drug SMILES string, predict its activity (active/inactive) in a high-throughput screening assay against a specified biological target. The compound is Clc1c(C(NC(=O)C(CC)c2ccccc2)CC(OCC)=O)cccc1. The result is 0 (inactive).